Dataset: Catalyst prediction with 721,799 reactions and 888 catalyst types from USPTO. Task: Predict which catalyst facilitates the given reaction. (1) Reactant: [CH:1]1([N:7]2[C:11](=[O:12])[CH:10]=[C:9]([CH3:13])[NH:8]2)[CH2:6][CH2:5][CH2:4][CH2:3][CH2:2]1.CI.O.[C:17](=O)([O-])[O-].[K+].[K+]. Product: [CH:1]1([N:7]2[C:11](=[O:12])[CH:10]=[C:9]([CH3:13])[N:8]2[CH3:17])[CH2:6][CH2:5][CH2:4][CH2:3][CH2:2]1. The catalyst class is: 454. (2) Reactant: [S:1]1[C:5]([C:6]2[CH:7]=[C:8]([NH2:15])[CH:9]=[C:10]3[C:14]=2[NH:13][N:12]=[CH:11]3)=[CH:4][C:3]2[CH:16]=[CH:17][CH:18]=[CH:19][C:2]1=2.[CH3:20][O:21][C:22]1[C:23](=O)[C:24](=[O:28])[C:25]=1[O:26]C.C(N(CC)C(C)C)(C)C. Product: [S:1]1[C:5]([C:6]2[CH:7]=[C:8]([NH:15][C:23]3[C:24](=[O:28])[C:25](=[O:26])[C:22]=3[O:21][CH3:20])[CH:9]=[C:10]3[C:14]=2[NH:13][N:12]=[CH:11]3)=[CH:4][C:3]2[CH:16]=[CH:17][CH:18]=[CH:19][C:2]1=2. The catalyst class is: 5. (3) Reactant: [Cl:1][C:2]1[CH:3]=[C:4]([CH2:9][OH:10])[CH:5]=[N:6][C:7]=1[I:8]. Product: [Cl:1][C:2]1[CH:3]=[C:4]([CH:9]=[O:10])[CH:5]=[N:6][C:7]=1[I:8]. The catalyst class is: 2. (4) Reactant: Cl.[CH2:2]([NH:4][C:5](=[O:12])[C:6]1[CH:11]=[CH:10][CH:9]=[CH:8][CH:7]=1)[CH3:3].[H-].[Na+].CC1C=CC(S(O[CH2:26][C:27]2([C:30]([F:33])([F:32])[F:31])[CH2:29][O:28]2)(=O)=O)=CC=1.[CH2:34]([NH2:41])[C:35]1[CH:40]=[CH:39][CH:38]=[CH:37][CH:36]=1. Product: [CH2:2]([N:4]([CH2:26][C:27]([OH:28])([CH2:29][NH:41][CH2:34][C:35]1[CH:40]=[CH:39][CH:38]=[CH:37][CH:36]=1)[C:30]([F:33])([F:32])[F:31])[C:5](=[O:12])[C:6]1[CH:11]=[CH:10][CH:9]=[CH:8][CH:7]=1)[CH3:3]. The catalyst class is: 31.